From a dataset of Peptide-MHC class I binding affinity with 185,985 pairs from IEDB/IMGT. Regression. Given a peptide amino acid sequence and an MHC pseudo amino acid sequence, predict their binding affinity value. This is MHC class I binding data. (1) The binding affinity (normalized) is 0.0847. The peptide sequence is DSDPMDGCE. The MHC is HLA-A30:01 with pseudo-sequence HLA-A30:01. (2) The peptide sequence is YAYNSSLLY. The MHC is SLA-30401 with pseudo-sequence SLA-30401. The binding affinity (normalized) is 0.0847.